Regression. Given a peptide amino acid sequence and an MHC pseudo amino acid sequence, predict their binding affinity value. This is MHC class I binding data. From a dataset of Peptide-MHC class I binding affinity with 185,985 pairs from IEDB/IMGT. (1) The peptide sequence is STHKLSLTK. The binding affinity (normalized) is 0.262. The MHC is HLA-A03:01 with pseudo-sequence HLA-A03:01. (2) The binding affinity (normalized) is 0.213. The peptide sequence is YNLRRGTAL. The MHC is HLA-B53:01 with pseudo-sequence HLA-B53:01.